This data is from Catalyst prediction with 721,799 reactions and 888 catalyst types from USPTO. The task is: Predict which catalyst facilitates the given reaction. (1) Reactant: [CH3:1][N:2]([CH2:4][CH:5]1[CH2:14][CH2:13][C:12]2[C:7](=[CH:8][CH:9]=[CH:10][CH:11]=2)[C:6]1=[O:15])[CH3:3].[Mg].[CH3:17][O:18][C:19]1[CH:20]=[C:21]([CH:24]=[CH:25][CH:26]=1)[CH2:22]Cl.[Cl-].[NH4+]. Product: [CH3:3][N:2]([CH2:4][CH:5]1[CH2:14][CH2:13][C:12]2[C:7](=[CH:8][CH:9]=[CH:10][CH:11]=2)[C:6]1([CH2:22][C:21]1[CH:24]=[CH:25][CH:26]=[C:19]([O:18][CH3:17])[CH:20]=1)[OH:15])[CH3:1]. The catalyst class is: 27. (2) Reactant: Br[C:2]1[CH:16]=[CH:15][C:5]2[N:6]([CH:9]3[CH2:14][CH2:13][CH2:12][CH2:11][O:10]3)[CH:7]=[N:8][C:4]=2[C:3]=1[F:17].CCCCCC.CN([CH:27]=[O:28])C. Product: [F:17][C:3]1[C:4]2[N:8]=[CH:7][N:6]([CH:9]3[CH2:14][CH2:13][CH2:12][CH2:11][O:10]3)[C:5]=2[CH:15]=[CH:16][C:2]=1[CH:27]=[O:28]. The catalyst class is: 1. (3) Reactant: [NH2:1][CH2:2][CH2:3][C:4]1[O:5][C:6]2[C:12]([CH2:13][O:14][C:15]3[CH:20]=[CH:19][C:18]([CH2:21][CH2:22][C:23]([O:25][CH2:26][CH3:27])=[O:24])=[C:17]([CH3:28])[C:16]=3[CH3:29])=[CH:11][C:10]([F:30])=[CH:9][C:7]=2[CH:8]=1.C(N(CC)CC)C.[C:38](Cl)(=[O:40])[CH3:39]. Product: [C:38]([NH:1][CH2:2][CH2:3][C:4]1[O:5][C:6]2[C:12]([CH2:13][O:14][C:15]3[CH:20]=[CH:19][C:18]([CH2:21][CH2:22][C:23]([O:25][CH2:26][CH3:27])=[O:24])=[C:17]([CH3:28])[C:16]=3[CH3:29])=[CH:11][C:10]([F:30])=[CH:9][C:7]=2[CH:8]=1)(=[O:40])[CH3:39]. The catalyst class is: 4. (4) Reactant: [F:1][C:2]1[C:7]([F:8])=[CH:6][CH:5]=[CH:4][C:3]=1[C@:9]12[CH2:17][O:16][C@H:15]([CH2:18][OH:19])[C@H:14]1[CH2:13][S:12][C:11]([NH:20][C:21](=[O:28])[C:22]1[CH:27]=[CH:26][CH:25]=[CH:24][CH:23]=1)=[N:10]2.CC(OI1(OC(C)=O)(OC(C)=O)OC(=O)C2C1=CC=CC=2)=O.C([O-])(O)=O.[Na+]. Product: [F:1][C:2]1[C:7]([F:8])=[CH:6][CH:5]=[CH:4][C:3]=1[C@:9]12[CH2:17][O:16][C@H:15]([CH:18]=[O:19])[C@H:14]1[CH2:13][S:12][C:11]([NH:20][C:21](=[O:28])[C:22]1[CH:23]=[CH:24][CH:25]=[CH:26][CH:27]=1)=[N:10]2. The catalyst class is: 2. (5) Reactant: [NH2:1][CH2:2][C@H:3]([NH:7][C:8]([O:10][CH2:11][C:12]1[CH:17]=[CH:16][CH:15]=[CH:14][CH:13]=1)=[O:9])[C:4]([OH:6])=[O:5].N#N.[CH3:20][C:21](=[CH2:23])[CH3:22].OS(O)(=O)=O.C([O-])(O)=O.[Na+]. Product: [NH2:1][CH2:2][C@H:3]([NH:7][C:8]([O:10][CH2:11][C:12]1[CH:17]=[CH:16][CH:15]=[CH:14][CH:13]=1)=[O:9])[C:4]([O:6][C:21]([CH3:23])([CH3:22])[CH3:20])=[O:5]. The catalyst class is: 472.